Dataset: Rat liver microsome stability data. Task: Regression/Classification. Given a drug SMILES string, predict its absorption, distribution, metabolism, or excretion properties. Task type varies by dataset: regression for continuous measurements (e.g., permeability, clearance, half-life) or binary classification for categorical outcomes (e.g., BBB penetration, CYP inhibition). Dataset: rlm. The result is 1 (stable in rat liver microsomes). The compound is CC1CC(C)(C)N(C(=O)CN2C(=O)c3ccccc3C2=O)c2ccccc21.